This data is from Retrosynthesis with 50K atom-mapped reactions and 10 reaction types from USPTO. The task is: Predict the reactants needed to synthesize the given product. (1) Given the product CCc1c(F)cccc1N1CCN(CCCCOc2ccc3c(n2)NC(=O)CC3)CC1, predict the reactants needed to synthesize it. The reactants are: CCc1c(F)cccc1N1CCNCC1.O=CCCCOc1ccc2c(n1)NC(=O)CC2. (2) Given the product COc1ccc(-c2nc(N3CCOCC3)sc2Cc2ccccc2)cc1, predict the reactants needed to synthesize it. The reactants are: C1COCCN1.COc1ccc(-c2nc(Cl)sc2Cc2ccccc2)cc1. (3) Given the product OCc1csc(C2(O)CCC(F)(F)CC2)n1, predict the reactants needed to synthesize it. The reactants are: CC(C)(C)[Si](C)(C)OCc1csc(C2(O)CCC(F)(F)CC2)n1. (4) Given the product N#Cc1ccc(N2C(=O)N[C@@H]3CCOC[C@H]32)cc1C(F)(F)F, predict the reactants needed to synthesize it. The reactants are: COc1ccc(CN2C(=O)N(c3ccc(C#N)c(C(F)(F)F)c3)[C@@H]3COCC[C@H]32)cc1.